Predict which catalyst facilitates the given reaction. From a dataset of Catalyst prediction with 721,799 reactions and 888 catalyst types from USPTO. (1) Reactant: [Cl:1][C:2]1[C:12]([OH:13])=[CH:11][C:5]([C:6]([O:8][CH2:9][CH3:10])=[O:7])=[CH:4][N:3]=1.C([O-])([O-])=O.[K+].[K+].[CH2:20](Br)[C:21]1[CH:26]=[CH:25][CH:24]=[CH:23][CH:22]=1.CCOC(C)=O. Product: [CH2:20]([O:13][C:12]1[C:2]([Cl:1])=[N:3][CH:4]=[C:5]([CH:11]=1)[C:6]([O:8][CH2:9][CH3:10])=[O:7])[C:21]1[CH:26]=[CH:25][CH:24]=[CH:23][CH:22]=1. The catalyst class is: 345. (2) Reactant: O.Cl.[NH:3]1[CH2:8][CH2:7][C:6](=O)[CH2:5][CH2:4]1.[CH3:10][CH2:11][CH2:12][CH2:13][CH2:14][CH:15]=O.C(O[BH-](OC(=O)C)OC(=O)C)(=O)C.[Na+].[NH2:31][C:32]1[CH:33]=[C:34]2[C:38](=[CH:39][CH:40]=1)[NH:37][N:36]=[CH:35]2.C(=O)([O-])O.[Na+]. Product: [CH2:10]([N:3]1[CH2:8][CH2:7][CH:6]([NH:31][C:32]2[CH:33]=[C:34]3[C:38](=[CH:39][CH:40]=2)[NH:37][N:36]=[CH:35]3)[CH2:5][CH2:4]1)[CH2:11][CH2:12][CH2:13][CH2:14][CH3:15]. The catalyst class is: 5. (3) Reactant: [CH2:1]([O:8][C:9]1[CH:16]=[CH:15][C:12]([CH:13]=O)=[CH:11][CH:10]=1)[C:2]1[CH:7]=[CH:6][CH:5]=[CH:4][CH:3]=1.[N:17]1[C:22]([NH2:23])=[C:21]([NH2:24])[CH:20]=[CH:19][C:18]=1[C:25]1[CH:30]=[CH:29][N:28]=[CH:27][CH:26]=1.C(OI(C1C=CC=CC=1)OC(=O)C)(=O)C. Product: [CH2:1]([O:8][C:9]1[CH:16]=[CH:15][C:12]([C:13]2[NH:23][C:22]3=[N:17][C:18]([C:25]4[CH:30]=[CH:29][N:28]=[CH:27][CH:26]=4)=[CH:19][CH:20]=[C:21]3[N:24]=2)=[CH:11][CH:10]=1)[C:2]1[CH:7]=[CH:6][CH:5]=[CH:4][CH:3]=1. The catalyst class is: 404. (4) Reactant: [CH3:1][C:2]([OH:6])([C:4]#[CH:5])[CH3:3].C([Li])CCC.[C:12]1(=[O:17])[CH2:16][CH2:15][CH2:14][CH2:13]1. Product: [OH:6][C:2]([CH3:3])([CH3:1])[C:4]#[C:5][C:12]1([OH:17])[CH2:16][CH2:15][CH2:14][CH2:13]1. The catalyst class is: 7. (5) Reactant: C(N(CC)CC)C.[NH2:8][CH2:9][C@H:10]1[C@H:15]([C:16]2[CH:21]=[CH:20][C:19]([O:22][CH3:23])=[CH:18][CH:17]=2)[C@@H:14]([O:24][CH2:25][C:26]2[CH:27]=[CH:28][C:29]3[O:34][CH2:33][CH2:32][N:31]([CH2:35][CH2:36][CH2:37][O:38][CH3:39])[C:30]=3[CH:40]=2)[CH2:13][N:12]([C:41]([O:43][CH2:44][C:45]2[CH:50]=[CH:49][CH:48]=[CH:47][CH:46]=2)=[O:42])[CH2:11]1.[C:51](Cl)(=[O:53])[CH3:52].C(=O)(O)[O-].[Na+]. Product: [C:51]([NH:8][CH2:9][C@H:10]1[C@H:15]([C:16]2[CH:17]=[CH:18][C:19]([O:22][CH3:23])=[CH:20][CH:21]=2)[C@@H:14]([O:24][CH2:25][C:26]2[CH:27]=[CH:28][C:29]3[O:34][CH2:33][CH2:32][N:31]([CH2:35][CH2:36][CH2:37][O:38][CH3:39])[C:30]=3[CH:40]=2)[CH2:13][N:12]([C:41]([O:43][CH2:44][C:45]2[CH:46]=[CH:47][CH:48]=[CH:49][CH:50]=2)=[O:42])[CH2:11]1)(=[O:53])[CH3:52]. The catalyst class is: 4. (6) Reactant: [F:1][C:2]1[C:10]([F:11])=[C:9]([NH:12][C:13]2[CH:18]=[CH:17][C:16]([I:19])=[CH:15][C:14]=2[CH3:20])[C:5]([C:6]([OH:8])=[O:7])=[CH:4][C:3]=1[C:21]([NH:23][CH3:24])=[O:22].[F:25][C:26]1[C:31](OC(=O)C(F)(F)F)=[C:30]([F:39])[C:29]([F:40])=[C:28]([F:41])[C:27]=1[F:42].N1C=CC=CC=1. Product: [F:25][C:26]1[C:31]([O:7][C:6](=[O:8])[C:5]2[C:9]([NH:12][C:13]3[CH:18]=[CH:17][C:16]([I:19])=[CH:15][C:14]=3[CH3:20])=[C:10]([F:11])[C:2]([F:1])=[C:3]([C:21]([NH:23][CH3:24])=[O:22])[CH:4]=2)=[C:30]([F:39])[C:29]([F:40])=[C:28]([F:41])[C:27]=1[F:42]. The catalyst class is: 42.